This data is from Reaction yield outcomes from USPTO patents with 853,638 reactions. The task is: Predict the reaction yield, written as a fraction of the theoretical maximum amount of product (1.0 means a 100% yield; for example, 0.34 means a 34% yield). (1) The reactants are [CH2:1]([C@@:4]1([C:20]2[CH:25]=[CH:24][CH:23]=[CH:22][CH:21]=2)[O:9][C:8](=[O:10])[N:7]([C@H:11]([C:13]2[CH:18]=[CH:17][C:16]([Br:19])=[CH:15][CH:14]=2)[CH3:12])[CH2:6][CH2:5]1)[CH:2]=[CH2:3].[O:26]1CCCC1. No catalyst specified. The product is [Br:19][C:16]1[CH:15]=[CH:14][C:13]([C@@H:11]([N:7]2[CH2:6][CH2:5][C@:4]([CH2:1][CH2:2][CH2:3][OH:26])([C:20]3[CH:25]=[CH:24][CH:23]=[CH:22][CH:21]=3)[O:9][C:8]2=[O:10])[CH3:12])=[CH:18][CH:17]=1. The yield is 0.400. (2) The product is [Cl:28][C:29]1[CH:48]=[CH:47][C:32]([NH:33][C:34]2[C:43]3[C:38](=[CH:39][C:40]([O:1][CH2:2][CH2:3][N:4]4[CH2:9][CH2:8][S:7][CH2:6][CH2:5]4)=[C:41]([O:44][CH3:45])[CH:42]=3)[N:37]=[CH:36][N:35]=2)=[C:31]([F:49])[CH:30]=1. The yield is 0.220. The catalyst is C(Cl)Cl.CCOCC. The reactants are [OH:1][CH2:2][CH2:3][N:4]1[CH2:9][CH2:8][S:7][CH2:6][CH2:5]1.N(C(N1CCCCC1)=O)=NC(N1CCCCC1)=O.[Cl:28][C:29]1[CH:48]=[CH:47][C:32]([NH:33][C:34]2[C:43]3[C:38](=[CH:39][C:40](O)=[C:41]([O:44][CH3:45])[CH:42]=3)[N:37]=[CH:36][N:35]=2)=[C:31]([F:49])[CH:30]=1.C(P(CCCC)CCCC)CCC.